Dataset: Catalyst prediction with 721,799 reactions and 888 catalyst types from USPTO. Task: Predict which catalyst facilitates the given reaction. (1) Reactant: COC(C1CNCNC=1)=O.[N+](C1C=CC(O[C:21]([N:23]2[CH:28]([C:29]3[CH:34]=[CH:33][C:32]([F:35])=[C:31]([F:36])[CH:30]=3)[C:27]([C:37]([O:39][CH3:40])=[O:38])=[C:26]([CH2:41][O:42][CH3:43])[NH:25][C:24]2=[O:44])=[O:22])=CC=1)([O-])=O.[C:45]1([C:51]2([C:61]3[S:62][CH:63]=[CH:64][CH:65]=3)[CH2:56][CH2:55][N:54]([CH2:57][CH2:58][CH2:59][NH2:60])[CH2:53][CH2:52]2)[CH:50]=[CH:49][CH:48]=[CH:47][CH:46]=1. Product: [CH3:40][O:39][C:37]([C:27]1[CH:28]([C:29]2[CH:34]=[CH:33][C:32]([F:35])=[C:31]([F:36])[CH:30]=2)[N:23]([C:21](=[O:22])[NH:60][CH2:59][CH2:58][CH2:57][N:54]2[CH2:53][CH2:52][C:51]([C:45]3[CH:46]=[CH:47][CH:48]=[CH:49][CH:50]=3)([C:61]3[S:62][CH:63]=[CH:64][CH:65]=3)[CH2:56][CH2:55]2)[C:24](=[O:44])[NH:25][C:26]=1[CH2:41][O:42][CH3:43])=[O:38]. The catalyst class is: 2. (2) Reactant: [I-].C[S+](C)(C)=O.[CH3:7]C(O)(C)C.[CH2:12]([O:19][C:20]1[CH:25]=[CH:24][C:23](/[CH:26]=[CH:27]/[N+:28]([O-:30])=[O:29])=[CH:22][CH:21]=1)[C:13]1[CH:18]=[CH:17][CH:16]=[CH:15][CH:14]=1.O. Product: [CH2:12]([O:19][C:20]1[CH:25]=[CH:24][C:23]([C@@H:26]2[CH2:7][C@H:27]2[N+:28]([O-:30])=[O:29])=[CH:22][CH:21]=1)[C:13]1[CH:14]=[CH:15][CH:16]=[CH:17][CH:18]=1. The catalyst class is: 16.